Dataset: Forward reaction prediction with 1.9M reactions from USPTO patents (1976-2016). Task: Predict the product of the given reaction. (1) The product is: [C:31]1([C:7]2[C:28]3[C:23](=[CH:24][CH:25]=[CH:26][CH:27]=3)[O:22][C:9]3([CH2:14][CH2:13][N:12]([C:15]([O:17][C:18]([CH3:19])([CH3:21])[CH3:20])=[O:16])[CH2:11][CH2:10]3)[CH:8]=2)[CH:36]=[CH:35][CH:34]=[CH:33][CH:32]=1. Given the reactants FC(F)(F)S(O[C:7]1[C:28]2[C:23](=[CH:24][CH:25]=[CH:26][CH:27]=2)[O:22][C:9]2([CH2:14][CH2:13][N:12]([C:15]([O:17][C:18]([CH3:21])([CH3:20])[CH3:19])=[O:16])[CH2:11][CH2:10]2)[CH:8]=1)(=O)=O.[C:31]1(B(O)O)[CH:36]=[CH:35][CH:34]=[CH:33][CH:32]=1.C([O-])([O-])=O.[K+].[K+], predict the reaction product. (2) Given the reactants C(N(CC)C(C)C)(C)C.Cl.Cl.[CH3:12][Si:13]([CH3:40])([CH3:39])[CH2:14][CH2:15][O:16][CH2:17][N:18]1[C:22]2[N:23]=[CH:24][N:25]=[C:26]([C:27]3[CH:28]=[N:29][N:30]([C:32]4([CH2:36][C:37]#[N:38])[CH2:35][NH:34][CH2:33]4)[CH:31]=3)[C:21]=2[CH:20]=[CH:19]1.Cl[C:42]1[N:43]=[CH:44][C:45]([C:48]([NH:50][C@@H:51]([CH:56]2[CH2:58][CH2:57]2)[C:52]([F:55])([F:54])[F:53])=[O:49])=[N:46][CH:47]=1.C([O-])(O)=O.[Na+], predict the reaction product. The product is: [C:37]([CH2:36][C:32]1([N:30]2[CH:31]=[C:27]([C:26]3[C:21]4[CH:20]=[CH:19][N:18]([CH2:17][O:16][CH2:15][CH2:14][Si:13]([CH3:39])([CH3:12])[CH3:40])[C:22]=4[N:23]=[CH:24][N:25]=3)[CH:28]=[N:29]2)[CH2:33][N:34]([C:42]2[N:43]=[CH:44][C:45]([C:48]([NH:50][C@@H:51]([CH:56]3[CH2:58][CH2:57]3)[C:52]([F:55])([F:54])[F:53])=[O:49])=[N:46][CH:47]=2)[CH2:35]1)#[N:38]. (3) The product is: [Br:14][CH2:15][CH2:16][CH2:17][CH2:18][CH2:19][CH2:20][CH2:21][CH2:22][C:23]([OH:3])=[O:24]. Given the reactants CC(C)=[O:3].OS(O)(=O)=O.O=[Cr](=O)=O.[Br:14][CH2:15][CH2:16][CH2:17][CH2:18][CH2:19][CH2:20][CH2:21][CH2:22][CH2:23][OH:24], predict the reaction product. (4) Given the reactants [Cl:1][C:2]1[N:3]=[C:4]([SH:11])[C:5](=[O:10])[N:6]([CH2:8][CH3:9])[CH:7]=1.Cl[CH2:13][C:14]([NH:16][C:17]1[CH:22]=[CH:21][CH:20]=[CH:19][CH:18]=1)=[O:15].C(N(C(C)C)CC)(C)C.O, predict the reaction product. The product is: [Cl:1][C:2]1[N:3]=[C:4]([S:11][CH2:13][C:14]([NH:16][C:17]2[CH:22]=[CH:21][CH:20]=[CH:19][CH:18]=2)=[O:15])[C:5](=[O:10])[N:6]([CH2:8][CH3:9])[CH:7]=1. (5) Given the reactants [Cl:1][C:2]1[CH:3]=[C:4]([CH:7]=[C:8]([Cl:31])[C:9]=1[NH:10][C:11]1[S:12][C:13]2[N:14]=[CH:15][N:16]=[C:17]([NH:20][C:21]3[CH:26]=[CH:25][C:24]([C:27]([F:30])([F:29])[F:28])=[CH:23][CH:22]=3)[C:18]=2[N:19]=1)[C:5]#[N:6].[H-].[H-].[H-].[H-].[Li+].[Al+3], predict the reaction product. The product is: [NH2:6][CH2:5][C:4]1[CH:3]=[C:2]([Cl:1])[C:9]([NH:10][C:11]2[S:12][C:13]3[N:14]=[CH:15][N:16]=[C:17]([NH:20][C:21]4[CH:22]=[CH:23][C:24]([C:27]([F:29])([F:28])[F:30])=[CH:25][CH:26]=4)[C:18]=3[N:19]=2)=[C:8]([Cl:31])[CH:7]=1.